From a dataset of HIV replication inhibition screening data with 41,000+ compounds from the AIDS Antiviral Screen. Binary Classification. Given a drug SMILES string, predict its activity (active/inactive) in a high-throughput screening assay against a specified biological target. The compound is CC(C=Cc1ccccc1)=NNC(=S)NN=C(C)C=Cc1ccccc1. The result is 0 (inactive).